From a dataset of Full USPTO retrosynthesis dataset with 1.9M reactions from patents (1976-2016). Predict the reactants needed to synthesize the given product. The reactants are: [C:1]([P:5](Cl)[C:6]([CH3:9])([CH3:8])[CH3:7])([CH3:4])([CH3:3])[CH3:2].Br[C:12]1[CH:17]=[CH:16][CH:15]=[CH:14][C:13]=1[C:18]1[CH:23]=[CH:22][CH:21]=[CH:20][CH:19]=1.[Mg].S(=O)(=O)(O)O. Given the product [C:1]([P:5]([C:6]([CH3:9])([CH3:8])[CH3:7])[C:23]1[CH:22]=[CH:21][CH:20]=[CH:19][C:18]=1[C:13]1[CH:12]=[CH:17][CH:16]=[CH:15][CH:14]=1)([CH3:4])([CH3:3])[CH3:2], predict the reactants needed to synthesize it.